Dataset: Forward reaction prediction with 1.9M reactions from USPTO patents (1976-2016). Task: Predict the product of the given reaction. (1) Given the reactants C(Cl)[Cl:2].[CH2:4]([O:11][C:12]1[CH:17]=[CH:16][C:15]([C:18](=[O:21])[CH2:19][CH3:20])=[CH:14][CH:13]=1)[C:5]1[CH:10]=[CH:9][CH:8]=[CH:7][CH:6]=1.S(Cl)(Cl)(=O)=O, predict the reaction product. The product is: [CH2:4]([O:11][C:12]1[CH:13]=[CH:14][C:15]([C:18](=[O:21])[CH:19]([Cl:2])[CH3:20])=[CH:16][CH:17]=1)[C:5]1[CH:6]=[CH:7][CH:8]=[CH:9][CH:10]=1. (2) Given the reactants [OH:1][CH2:2][C:3]1[CH:4]=[C:5]([CH:14]=[CH:15][CH:16]=1)[CH:6]=[CH:7][CH:8]=[N:9][NH:10][C:11]([NH2:13])=[S:12].Br[CH2:18][C:19]([C:21]1[CH:26]=[CH:25][C:24]([C:27]([F:30])([F:29])[F:28])=[CH:23][CH:22]=1)=O, predict the reaction product. The product is: [F:28][C:27]([F:29])([F:30])[C:24]1[CH:23]=[CH:22][C:21]([C:19]2[N:13]=[C:11]([NH:10][N:9]=[CH:8]/[CH:7]=[CH:6]/[C:5]3[CH:4]=[C:3]([CH2:2][OH:1])[CH:16]=[CH:15][CH:14]=3)[S:12][CH:18]=2)=[CH:26][CH:25]=1. (3) Given the reactants [C:1]12([C:11]3[C:12]([O:26][CH2:27][O:28][CH3:29])=[C:13]([CH:22]=[C:23](Br)[CH:24]=3)[C:14]([C:16]3[CH:21]=[CH:20][CH:19]=[CH:18][CH:17]=3)=[O:15])[CH2:10][CH:5]3[CH2:6][CH:7]([CH2:9][CH:3]([CH2:4]3)[CH2:2]1)[CH2:8]2.[CH:30]([C:32]1[CH:33]=[C:34](B(O)O)[CH:35]=[CH:36][CH:37]=1)=[O:31].C(=O)([O-])[O-].[Na+].[Na+], predict the reaction product. The product is: [C:1]12([C:11]3[CH:24]=[C:23]([C:36]4[CH:35]=[CH:34][CH:33]=[C:32]([CH:30]=[O:31])[CH:37]=4)[CH:22]=[C:13]([C:14](=[O:15])[C:16]4[CH:21]=[CH:20][CH:19]=[CH:18][CH:17]=4)[C:12]=3[O:26][CH2:27][O:28][CH3:29])[CH2:10][CH:5]3[CH2:6][CH:7]([CH2:9][CH:3]([CH2:4]3)[CH2:2]1)[CH2:8]2. (4) Given the reactants N1C2C(=CC=CC=2)C=CC=1.[Br:11][C:12]1[CH:23]=[CH:22][C:15]2[CH:16]=[C:17](C(O)=O)[S:18][C:14]=2[CH:13]=1, predict the reaction product. The product is: [Br:11][C:12]1[CH:23]=[CH:22][C:15]2[CH:16]=[CH:17][S:18][C:14]=2[CH:13]=1. (5) Given the reactants [CH2:1]([N:3]1[C:12]2[C:7](=[N:8][CH:9]=[C:10]([CH2:13][C:14]3[CH:19]=[CH:18][C:17]([F:20])=[CH:16][CH:15]=3)[CH:11]=2)[C:6]([OH:21])=[C:5]([C:22](OCC)=[O:23])[C:4]1=[O:27])[CH3:2].[NH2:28][CH:29]([CH3:32])[CH2:30][OH:31], predict the reaction product. The product is: [CH2:1]([N:3]1[C:12]2[C:7](=[N:8][CH:9]=[C:10]([CH2:13][C:14]3[CH:19]=[CH:18][C:17]([F:20])=[CH:16][CH:15]=3)[CH:11]=2)[C:6]([OH:21])=[C:5]([C:22]([NH:28][CH:29]([CH3:32])[CH2:30][OH:31])=[O:23])[C:4]1=[O:27])[CH3:2]. (6) Given the reactants [CH:1]([N:4]([CH3:23])[C:5]1[CH:14]=[CH:13][C:12]2[CH2:11][N:10](C(OC(C)(C)C)=O)[CH2:9][C@@H:8]([CH3:22])[C:7]=2[N:6]=1)([CH3:3])[CH3:2].C(OCC)(=O)C.[ClH:30], predict the reaction product. The product is: [ClH:30].[CH:1]([N:4]([CH3:23])[C:5]1[CH:14]=[CH:13][C:12]2[CH2:11][NH:10][CH2:9][C@@H:8]([CH3:22])[C:7]=2[N:6]=1)([CH3:3])[CH3:2]. (7) Given the reactants [F:1][C:2]1[CH:3]=[CH:4][C:5]2[CH2:6][C:7]3[C:12]([C:13]=2[C:14]=1[F:15])=[CH:11][C:10]([CH2:16][CH2:17][CH3:18])=[CH:9][CH:8]=3.[Li][CH2:20][CH2:21][CH2:22][CH3:23].B(OC)(OC)[O:25]C, predict the reaction product. The product is: [CH2:20]([O:25][C:3]1[C:2]([F:1])=[C:14]([F:15])[C:13]2[C:12]3[C:7](=[CH:8][CH:9]=[C:10]([CH2:16][CH2:17][CH3:18])[CH:11]=3)[CH2:6][C:5]=2[CH:4]=1)[CH2:21][CH2:22][CH3:23]. (8) Given the reactants Cl[C:2]1[N:10]=[C:9]2[C:5]([N:6]=[C:7]([CH2:12][N:13]3[CH2:18][CH2:17][N:16]([C:19]([CH3:24])([CH3:23])[C:20]([NH2:22])=[O:21])[CH2:15][CH2:14]3)[N:8]2[CH3:11])=[C:4]([N:25]2[CH2:30][CH2:29][O:28][CH2:27][CH2:26]2)[N:3]=1.[CH:31]([C:34]1[NH:35][C:36]2[CH:42]=[CH:41][CH:40]=[CH:39][C:37]=2[N:38]=1)([CH3:33])[CH3:32], predict the reaction product. The product is: [CH:31]([C:34]1[N:35]([C:2]2[N:10]=[C:9]3[C:5]([N:6]=[C:7]([CH2:12][N:13]4[CH2:18][CH2:17][N:16]([C:19]([CH3:24])([CH3:23])[C:20]([NH2:22])=[O:21])[CH2:15][CH2:14]4)[N:8]3[CH3:11])=[C:4]([N:25]3[CH2:26][CH2:27][O:28][CH2:29][CH2:30]3)[N:3]=2)[C:36]2[CH:42]=[CH:41][CH:40]=[CH:39][C:37]=2[N:38]=1)([CH3:33])[CH3:32]. (9) Given the reactants Br[C:2]1[C:7](=[O:8])[N:6]2[CH:9]=[CH:10][CH:11]=[CH:12][C:5]2=[N:4][C:3]=1[O:13][CH2:14][CH2:15][CH3:16].BrC1C(=O)N2C=CC=CC2=NC=1CCCC.[Cl:33][C:34]1[CH:39]=[CH:38][C:37](B(O)O)=[CH:36][CH:35]=1.COC1C=CC(B(O)O)=CC=1, predict the reaction product. The product is: [CH2:14]([O:13][C:3]1[N:4]=[C:5]2[CH:12]=[CH:11][CH:10]=[CH:9][N:6]2[C:7](=[O:8])[C:2]=1[C:37]1[CH:38]=[CH:39][C:34]([Cl:33])=[CH:35][CH:36]=1)[CH2:15][CH3:16]. (10) Given the reactants [NH2:1][C:2]1[C:14]2[C:13]3[CH2:12][CH2:11][CH2:10][CH2:9][C:8]=3[N:7]=[N:6][C:5]=2[S:4][C:3]=1[C:15]([O:17]C)=[O:16].[OH-].[K+].Cl, predict the reaction product. The product is: [NH2:1][C:2]1[C:14]2[C:13]3[CH2:12][CH2:11][CH2:10][CH2:9][C:8]=3[N:7]=[N:6][C:5]=2[S:4][C:3]=1[C:15]([OH:17])=[O:16].